The task is: Regression. Given two drug SMILES strings and cell line genomic features, predict the synergy score measuring deviation from expected non-interaction effect.. This data is from NCI-60 drug combinations with 297,098 pairs across 59 cell lines. Drug 1: C1CC(C1)(C(=O)O)C(=O)O.[NH2-].[NH2-].[Pt+2]. Drug 2: C1C(C(OC1N2C=NC3=C2NC=NCC3O)CO)O. Cell line: T-47D. Synergy scores: CSS=15.5, Synergy_ZIP=-4.01, Synergy_Bliss=-0.709, Synergy_Loewe=1.66, Synergy_HSA=1.90.